This data is from Forward reaction prediction with 1.9M reactions from USPTO patents (1976-2016). The task is: Predict the product of the given reaction. (1) Given the reactants [F:1][C:2]1[CH:22]=[CH:21][C:5]([O:6][C:7]2[CH:12]=[CH:11][N:10]=[C:9]([C:13]3[NH:17][CH:16]=[C:15]([C:18](O)=[O:19])[CH:14]=3)[CH:8]=2)=[CH:4][C:3]=1[NH:23][C:24]([C:26]1[O:27][CH:28]=[CH:29][C:30]=1[CH3:31])=[O:25].CN(C(ON1N=NC2C=CC=NC1=2)=[N+](C)C)C.F[P-](F)(F)(F)(F)F.C(N(CC)C(C)C)(C)C.[NH2:65][CH2:66][CH2:67][CH:68]([O:72][CH2:73][CH3:74])[O:69][CH2:70][CH3:71], predict the reaction product. The product is: [CH2:70]([O:69][CH:68]([O:72][CH2:73][CH3:74])[CH2:67][CH2:66][NH:65][C:18]([C:15]1[CH:14]=[C:13]([C:9]2[CH:8]=[C:7]([O:6][C:5]3[CH:21]=[CH:22][C:2]([F:1])=[C:3]([NH:23][C:24]([C:26]4[O:27][CH:28]=[CH:29][C:30]=4[CH3:31])=[O:25])[CH:4]=3)[CH:12]=[CH:11][N:10]=2)[NH:17][CH:16]=1)=[O:19])[CH3:71]. (2) Given the reactants C[O:2][C:3](=[O:16])[C:4]1[C:9]([O:10][CH3:11])=[C:8]([C:12]([O:14][CH3:15])=[O:13])[CH:7]=[N:6][CH:5]=1.[OH-].[Na+], predict the reaction product. The product is: [CH3:11][O:10][C:9]1[C:4]([C:3]([OH:16])=[O:2])=[CH:5][N:6]=[CH:7][C:8]=1[C:12]([O:14][CH3:15])=[O:13]. (3) Given the reactants [CH2:1]([O:3][C:4]([C:6]1[C:7](=[O:34])[N:8](CC2C=CC(OC)=CC=2)[C:9]2[C:14]([C:15]=1OS(C(F)(F)F)(=O)=O)=[CH:13][C:12]([Cl:24])=[CH:11][CH:10]=2)=[O:5])[CH3:2].[CH:35](/B(O)O)=[CH:36]\[CH2:37][CH2:38][CH3:39].C([O-])(O)=O.[Na+].COCCOC.O, predict the reaction product. The product is: [CH2:1]([O:3][C:4]([C:6]1[C:7](=[O:34])[NH:8][C:9]2[C:14]([C:15]=1[CH:35]=[CH:36][CH2:37][CH2:38][CH3:39])=[CH:13][C:12]([Cl:24])=[CH:11][CH:10]=2)=[O:5])[CH3:2]. (4) Given the reactants [F:1][C:2]([F:36])([F:35])[C:3]1[CH:8]=[CH:7][CH:6]=[CH:5][C:4]=1/[CH:9]=[CH:10]/[C:11]([N:13]1[CH2:18][CH2:17][C:16]2([C:27]3[C:22](=[CH:23][CH:24]=[CH:25][CH:26]=3)[CH2:21][N:20](C(OC(C)(C)C)=O)[CH2:19]2)[CH2:15][CH2:14]1)=[O:12].Cl, predict the reaction product. The product is: [N:13]1([C:11](=[O:12])/[CH:10]=[CH:9]/[C:4]2[CH:5]=[CH:6][CH:7]=[CH:8][C:3]=2[C:2]([F:1])([F:36])[F:35])[CH2:18][CH2:17][C:16]2([C:27]3[C:22](=[CH:23][CH:24]=[CH:25][CH:26]=3)[CH2:21][NH:20][CH2:19]2)[CH2:15][CH2:14]1. (5) Given the reactants [CH:1]1[CH:6]=N[CH:4]=[C:3]([C:7]([OH:9])=O)[CH:2]=1.[CH3:10]N1CCOCC1.CCN=C=NCCCN(C)C.Cl.[CH3:29][O:30][C:31](=[O:40])[C@H:32]([CH2:34][CH2:35][C:36]([O:38][CH3:39])=[O:37])[NH2:33], predict the reaction product. The product is: [CH3:29][O:30][C:31](=[O:40])[C:32]([NH2:33])([C:7](=[O:9])[C:3]1[CH:2]=[CH:1][CH:6]=[CH:10][CH:4]=1)[CH2:34][CH2:35][C:36]([O:38][CH3:39])=[O:37]. (6) Given the reactants [CH3:1][O:2][C:3]1[C:4]([C:14]([O:16]CC)=[O:15])=[CH:5][N:6]2[CH2:11][CH2:10][N:9]([CH3:12])[C:8](=[O:13])[C:7]=12.[OH-].[Na+].Cl, predict the reaction product. The product is: [CH3:1][O:2][C:3]1[C:4]([C:14]([OH:16])=[O:15])=[CH:5][N:6]2[CH2:11][CH2:10][N:9]([CH3:12])[C:8](=[O:13])[C:7]=12.